This data is from Forward reaction prediction with 1.9M reactions from USPTO patents (1976-2016). The task is: Predict the product of the given reaction. (1) Given the reactants [CH3:1][O:2][C:3]1[CH:8]=[CH:7][C:6]([O:9][CH3:10])=[CH:5][C:4]=1[Br:11], predict the reaction product. The product is: [Br:11][C:4]1[C:3]([O:2][CH3:1])=[CH:8][C:7]([C:7]2[CH:8]=[C:3]([O:2][CH3:1])[C:4]([Br:11])=[CH:5][C:6]=2[O:9][CH3:10])=[C:6]([O:9][CH3:10])[CH:5]=1. (2) Given the reactants [CH2:1]([O:3][C:4](=[O:20])[C:5]([O:8][C:9]1[CH:14]=[CH:13][C:12]([S:15][C:16](=O)[CH3:17])=[CH:11][C:10]=1[CH3:19])([CH3:7])[CH3:6])[CH3:2].ClCC1[C:24]([CH:40]2[CH2:42][CH2:41]2)=[N:25][C:26]([C:29]2[CH:34]=[CH:33][C:32]([O:35][C:36]([F:39])([F:38])[F:37])=[CH:31][CH:30]=2)=[CH:27][CH:28]=1, predict the reaction product. The product is: [CH2:1]([O:3][C:4](=[O:20])[C:5]([O:8][C:9]1[CH:14]=[CH:13][C:12]([S:15][CH2:16][C:17]2[C:24]([CH:40]3[CH2:41][CH2:42]3)=[N:25][C:26]([C:29]3[CH:34]=[CH:33][C:32]([O:35][C:36]([F:37])([F:39])[F:38])=[CH:31][CH:30]=3)=[CH:27][CH:28]=2)=[CH:11][C:10]=1[CH3:19])([CH3:7])[CH3:6])[CH3:2].